Dataset: Full USPTO retrosynthesis dataset with 1.9M reactions from patents (1976-2016). Task: Predict the reactants needed to synthesize the given product. Given the product [O:19]=[C:15]1[CH2:14][C@H:13]2[CH2:18][C@H:17]([C@H:10]([N:1]3[CH:8]=[CH:7][C:5]([NH2:6])=[N:4][C:2]3=[O:3])[CH2:11][CH2:12]2)[NH:16]1, predict the reactants needed to synthesize it. The reactants are: [NH:1]1[CH:8]=[CH:7][C:5]([NH2:6])=[N:4][C:2]1=[O:3].I[C@H:10]1[C@H:17]2[CH2:18][C@H:13]([CH2:14][C:15](=[O:19])[NH:16]2)[CH2:12][CH2:11]1.C([O-])([O-])=O.[K+].[K+].